From a dataset of Peptide-MHC class II binding affinity with 134,281 pairs from IEDB. Regression. Given a peptide amino acid sequence and an MHC pseudo amino acid sequence, predict their binding affinity value. This is MHC class II binding data. (1) The peptide sequence is EFIAKVRSHAAIGAY. The MHC is DRB1_1101 with pseudo-sequence DRB1_1101. The binding affinity (normalized) is 0.898. (2) The peptide sequence is SPQTMDGILKSILKV. The MHC is DRB1_0101 with pseudo-sequence DRB1_0101. The binding affinity (normalized) is 0.469. (3) The peptide sequence is FTCDQGYHSSDPNAV. The MHC is H-2-IAd with pseudo-sequence H-2-IAd. The binding affinity (normalized) is 0.116. (4) The peptide sequence is SLFFSAQPFEITAST. The MHC is HLA-DQA10401-DQB10402 with pseudo-sequence HLA-DQA10401-DQB10402. The binding affinity (normalized) is 0.421. (5) The peptide sequence is KLIGGIGGFIKVRQYDQILI. The MHC is DRB4_0101 with pseudo-sequence DRB4_0103. The binding affinity (normalized) is 0.365. (6) The peptide sequence is PRQGLAVLRKVKRVV. The MHC is H-2-IEd with pseudo-sequence H-2-IEd. The binding affinity (normalized) is 0.305. (7) The peptide sequence is TPGQCNMVVERLGDY. The MHC is DRB1_1501 with pseudo-sequence DRB1_1501. The binding affinity (normalized) is 0.412.